The task is: Predict the product of the given reaction.. This data is from Forward reaction prediction with 1.9M reactions from USPTO patents (1976-2016). (1) Given the reactants [O:1]=[C:2]1[CH2:10][C:9]2[C:4](=[CH:5][CH:6]=[C:7]([C:11]3[S:15][C:14]([NH:16][CH2:17][C@@H:18]([NH:30]C(=O)OC(C)(C)C)[CH2:19][C:20]4[CH:25]=[CH:24][C:23]([C:26]([F:29])([F:28])[F:27])=[CH:22][CH:21]=4)=[N:13][N:12]=3)[CH:8]=2)[NH:3]1.C(O)(C(F)(F)F)=O, predict the reaction product. The product is: [NH2:30][C@@H:18]([CH2:19][C:20]1[CH:21]=[CH:22][C:23]([C:26]([F:27])([F:28])[F:29])=[CH:24][CH:25]=1)[CH2:17][NH:16][C:14]1[S:15][C:11]([C:7]2[CH:8]=[C:9]3[C:4](=[CH:5][CH:6]=2)[NH:3][C:2](=[O:1])[CH2:10]3)=[N:12][N:13]=1. (2) Given the reactants [CH3:1][C@@:2]12[C:18](=[O:19])[CH2:17][CH2:16][C@H:15]1[C@H:14]1[C@@H:5]([C:6]3[CH:7]=[CH:8][C:9]([OH:20])=[CH:10][C:11]=3[CH2:12][CH2:13]1)[CH2:4][CH2:3]2.[CH2:21]1[CH2:26][O:25][CH:24]=[CH:23][CH2:22]1, predict the reaction product. The product is: [O:25]1[CH2:26][CH2:21][CH2:22][CH2:23][CH:24]1[O:20][C:9]1[CH:8]=[CH:7][C:6]2[C@@H:5]3[C@H:14]([C@H:15]4[C@@:2]([CH2:3][CH2:4]3)([CH3:1])[C:18](=[O:19])[CH2:17][CH2:16]4)[CH2:13][CH2:12][C:11]=2[CH:10]=1. (3) Given the reactants [CH3:1][C:2]1[CH:3]=[CH:4][C:5]([N:9]2[CH:13]=[CH:12][C:11]([C:14]([F:17])([F:16])[F:15])=[N:10]2)=[N+:6]([O-])[CH:7]=1.O=P(Cl)(Cl)[Cl:20], predict the reaction product. The product is: [Cl:20][C:7]1[C:2]([CH3:1])=[CH:3][CH:4]=[C:5]([N:9]2[CH:13]=[CH:12][C:11]([C:14]([F:17])([F:16])[F:15])=[N:10]2)[N:6]=1. (4) Given the reactants [Cl:1][C:2]1[CH:3]=[C:4]([OH:8])[CH:5]=[N:6][CH:7]=1.C(N(CC)CC)C.C1C=CC(N([S:23]([C:26]([F:29])([F:28])[F:27])(=[O:25])=[O:24])[S:23]([C:26]([F:29])([F:28])[F:27])(=[O:25])=[O:24])=CC=1, predict the reaction product. The product is: [F:27][C:26]([F:29])([F:28])[S:23]([O:8][C:4]1[CH:5]=[N:6][CH:7]=[C:2]([Cl:1])[CH:3]=1)(=[O:25])=[O:24]. (5) Given the reactants [CH2:1]([N:8]1[CH2:13][CH2:12][C@@H:11]([CH3:14])[C@@H:10]([NH:15][C:16]2[C:21]([C:22](=[O:24])[CH3:23])=[CH:20][N:19]=[C:18]3[N:25]([CH2:28][O:29][CH2:30][CH2:31][Si:32]([CH3:35])([CH3:34])[CH3:33])[CH:26]=[CH:27][C:17]=23)[CH2:9]1)[C:2]1[CH:7]=[CH:6][CH:5]=[CH:4][CH:3]=1.[CH3:36]OC(OC)N(C)C, predict the reaction product. The product is: [CH2:1]([N:8]1[CH2:13][CH2:12][C@@H:11]([CH3:14])[C@@H:10]([N:15]2[C:16]3[C:21](=[CH:20][N:19]=[C:18]4[N:25]([CH2:28][O:29][CH2:30][CH2:31][Si:32]([CH3:33])([CH3:35])[CH3:34])[CH:26]=[CH:27][C:17]4=3)[C:22](=[O:24])[CH:23]=[CH:36]2)[CH2:9]1)[C:2]1[CH:3]=[CH:4][CH:5]=[CH:6][CH:7]=1. (6) Given the reactants [F:1][C:2]1[CH:7]=[C:6]([F:8])[CH:5]=[CH:4][C:3]=1[NH:9][C:10]1[O:14][C:13]([CH2:15][CH2:16][C:17]([NH:19][CH:20]2[CH2:25][CH2:24][NH:23][CH2:22][CH2:21]2)=[O:18])=[N:12][N:11]=1.[CH:26](=O)[C:27]1[CH:32]=[CH:31][CH:30]=[CH:29][CH:28]=1.C(O)(=O)C.C(O[BH-](OC(=O)C)OC(=O)C)(=O)C.[Na+], predict the reaction product. The product is: [CH2:26]([N:23]1[CH2:24][CH2:25][CH:20]([NH:19][C:17](=[O:18])[CH2:16][CH2:15][C:13]2[O:14][C:10]([NH:9][C:3]3[CH:4]=[CH:5][C:6]([F:8])=[CH:7][C:2]=3[F:1])=[N:11][N:12]=2)[CH2:21][CH2:22]1)[C:27]1[CH:32]=[CH:31][CH:30]=[CH:29][CH:28]=1. (7) Given the reactants [CH2:1]([O:3][CH:4]([CH2:10][C:11]1[CH:12]=[N:13][C:14]2[C:19]([CH:20]=1)=[CH:18][C:17]([O:21]COC)=[CH:16][CH:15]=2)[C:5]([O:7][CH2:8][CH3:9])=[O:6])[CH3:2].O.C(=O)([O-])O.[Na+], predict the reaction product. The product is: [CH2:1]([O:3][CH:4]([CH2:10][C:11]1[CH:12]=[N:13][C:14]2[C:19]([CH:20]=1)=[CH:18][C:17]([OH:21])=[CH:16][CH:15]=2)[C:5]([O:7][CH2:8][CH3:9])=[O:6])[CH3:2]. (8) Given the reactants [CH3:1][NH:2][C:3]1[CH:8]=[CH:7][C:6]([O:9][CH2:10][C:11]2[CH:16]=[CH:15][CH:14]=[CH:13][CH:12]=2)=[CH:5][C:4]=1[F:17].[H-].[Na+].[F:20][C:21]1[CH:26]=[CH:25][C:24]([N:27]=[C:28]=[O:29])=[CH:23][CH:22]=1.O, predict the reaction product. The product is: [CH2:10]([O:9][C:6]1[CH:7]=[CH:8][C:3]([N:2]([CH3:1])[C:28]([NH:27][C:24]2[CH:25]=[CH:26][C:21]([F:20])=[CH:22][CH:23]=2)=[O:29])=[C:4]([F:17])[CH:5]=1)[C:11]1[CH:12]=[CH:13][CH:14]=[CH:15][CH:16]=1.